From a dataset of TCR-epitope binding with 47,182 pairs between 192 epitopes and 23,139 TCRs. Binary Classification. Given a T-cell receptor sequence (or CDR3 region) and an epitope sequence, predict whether binding occurs between them. (1) The epitope is RIFTIGTVTLK. The TCR CDR3 sequence is CASSPGDSYEQYF. Result: 0 (the TCR does not bind to the epitope). (2) The epitope is KLNVGDYFV. The TCR CDR3 sequence is CASSQSRQLNTEAFF. Result: 1 (the TCR binds to the epitope). (3) The epitope is VLQAVGACV. The TCR CDR3 sequence is CASSLGGQFYEQYF. Result: 0 (the TCR does not bind to the epitope). (4) The epitope is KMKDLSPRW. The TCR CDR3 sequence is CATHPGIAGELKDTQYF. Result: 1 (the TCR binds to the epitope).